Dataset: Forward reaction prediction with 1.9M reactions from USPTO patents (1976-2016). Task: Predict the product of the given reaction. (1) Given the reactants C(O)(C)C.[Cl:5][C:6]1[CH:11]=[C:10]([Cl:12])[CH:9]=[CH:8][C:7]=1[CH:13]([CH3:27])[C:14]([C:20]1[CH:25]=[N:24][CH:23]=[C:22]([CH3:26])[N:21]=1)([OH:19])[C:15]([F:18])([F:17])[F:16], predict the reaction product. The product is: [Cl:5][C:6]1[CH:11]=[C:10]([Cl:12])[CH:9]=[CH:8][C:7]=1[C@@H:13]([CH3:27])[C@:14]([C:20]1[CH:25]=[N:24][CH:23]=[C:22]([CH3:26])[N:21]=1)([OH:19])[C:15]([F:18])([F:16])[F:17]. (2) Given the reactants [CH:1]1[C:13]2[CH:12]([CH2:14][O:15][C:16]([N:18]([CH3:26])[C@H:19]([C:23](O)=[O:24])[CH:20]([CH3:22])[CH3:21])=[O:17])[C:11]3[C:6](=[CH:7][CH:8]=[CH:9][CH:10]=3)[C:5]=2[CH:4]=[CH:3][CH:2]=1.[CH3:27][O:28][C@@H:29]([C@@H:38]([N:43]([CH3:51])[C:44](=[O:50])[C@H:45]([CH:47]([CH3:49])[CH3:48])[NH2:46])[C@@H:39]([CH3:42])[CH2:40][CH3:41])[CH2:30][C:31]([O:33][C:34]([CH3:37])([CH3:36])[CH3:35])=[O:32].ClC1N=C(OC)N=C(OC)N=1.CN1CCOCC1, predict the reaction product. The product is: [CH:10]1[C:11]2[CH:12]([CH2:14][O:15][C:16]([N:18]([CH3:26])[C@H:19]([C:23]([NH:46][C@H:45]([C:44]([N:43]([C@@H:38]([C@@H:39]([CH3:42])[CH2:40][CH3:41])[C@H:29]([O:28][CH3:27])[CH2:30][C:31]([O:33][C:34]([CH3:37])([CH3:35])[CH3:36])=[O:32])[CH3:51])=[O:50])[CH:47]([CH3:49])[CH3:48])=[O:24])[CH:20]([CH3:21])[CH3:22])=[O:17])[C:13]3[C:5](=[CH:4][CH:3]=[CH:2][CH:1]=3)[C:6]=2[CH:7]=[CH:8][CH:9]=1. (3) Given the reactants [Cl:1][C:2]1[CH:7]=[CH:6][C:5]([C@@:8]2([OH:33])[CH2:13][CH2:12][N:11]([C:14](=[O:30])[C@H:15]([NH:19][C:20]3[S:21][CH:22]=[C:23]([CH2:25][C:26]([O:28]C)=[O:27])[N:24]=3)[CH:16]([CH3:18])[CH3:17])[CH2:10][C:9]2([CH3:32])[CH3:31])=[CH:4][CH:3]=1.Cl, predict the reaction product. The product is: [Cl:1][C:2]1[CH:7]=[CH:6][C:5]([C@@:8]2([OH:33])[CH2:13][CH2:12][N:11]([C:14](=[O:30])[C@H:15]([NH:19][C:20]3[S:21][CH:22]=[C:23]([CH2:25][C:26]([OH:28])=[O:27])[N:24]=3)[CH:16]([CH3:18])[CH3:17])[CH2:10][C:9]2([CH3:31])[CH3:32])=[CH:4][CH:3]=1. (4) Given the reactants [CH3:1][N:2]([CH3:7])[CH2:3][CH2:4][CH2:5][OH:6].[H-].[Na+].[CH3:10][O:11][C:12]1[CH:13]=[C:14]([C:20]2[C:25]([C:26]3[C:31]([F:32])=[CH:30][C:29](F)=[CH:28][C:27]=3[F:34])=[C:24]([CH3:35])[N:23]=[N:22][C:21]=2[C:36]2[CH:41]=[CH:40][CH:39]=[CH:38][C:37]=2[F:42])[CH:15]=[C:16]([O:18][CH3:19])[CH:17]=1, predict the reaction product. The product is: [CH3:19][O:18][C:16]1[CH:15]=[C:14]([C:20]2[C:25]([C:26]3[C:31]([F:32])=[CH:30][C:29]([O:6][CH2:5][CH2:4][CH2:3][N:2]([CH3:7])[CH3:1])=[CH:28][C:27]=3[F:34])=[C:24]([CH3:35])[N:23]=[N:22][C:21]=2[C:36]2[CH:41]=[CH:40][CH:39]=[CH:38][C:37]=2[F:42])[CH:13]=[C:12]([O:11][CH3:10])[CH:17]=1. (5) Given the reactants [CH2:1]([C:3]1[CH:20]=[CH:19][C:6]([O:7][C:8]2[CH:13]=[C:12]([CH3:14])[C:11]([C:15](=[O:17])[CH3:16])=[C:10]([CH3:18])[CH:9]=2)=[CH:5][CH:4]=1)[CH3:2].[Br-:21].[Br-].[Br-].C([N+](CCCC)(CCCC)CCCC)CCC.C([N+](CCCC)(CCCC)CCCC)CCC.C([N+](CCCC)(CCCC)CCCC)CCC, predict the reaction product. The product is: [Br:21][CH2:16][C:15]([C:11]1[C:12]([CH3:14])=[CH:13][C:8]([O:7][C:6]2[CH:19]=[CH:20][C:3]([CH2:1][CH3:2])=[CH:4][CH:5]=2)=[CH:9][C:10]=1[CH3:18])=[O:17]. (6) Given the reactants [CH3:1][N:2]([C:13]1[CH:18]=[CH:17][CH:16]=[CH:15][CH:14]=1)[C:3]1[CH:12]=[CH:11][C:6]([C:7]([O:9]C)=[O:8])=[CH:5][CH:4]=1.[OH-].[Li+], predict the reaction product. The product is: [CH3:1][N:2]([C:13]1[CH:18]=[CH:17][CH:16]=[CH:15][CH:14]=1)[C:3]1[CH:12]=[CH:11][C:6]([C:7]([OH:9])=[O:8])=[CH:5][CH:4]=1. (7) Given the reactants [BH4-].[Li+].[F:3][C:4]1[CH:5]=[C:6]([C@@H:11]([CH:29]2[CH2:34][CH2:33][N:32]([S:35]([CH3:38])(=[O:37])=[O:36])[CH2:31][CH2:30]2)[CH2:12][C:13](N2[C@H](C3C=CC=CC=3)[C@H](C)N(C)C2=O)=[O:14])[CH:7]=[C:8]([F:10])[CH:9]=1.C(O)C.Cl, predict the reaction product. The product is: [F:3][C:4]1[CH:5]=[C:6]([C@@H:11]([CH:29]2[CH2:30][CH2:31][N:32]([S:35]([CH3:38])(=[O:37])=[O:36])[CH2:33][CH2:34]2)[CH2:12][CH2:13][OH:14])[CH:7]=[C:8]([F:10])[CH:9]=1.